This data is from Catalyst prediction with 721,799 reactions and 888 catalyst types from USPTO. The task is: Predict which catalyst facilitates the given reaction. (1) Reactant: C([N:8]1[CH2:13][CH2:12][CH:11]([N:14]2[CH2:23][C:22]3[C:17](=[C:18]([F:24])[CH:19]=[CH:20][CH:21]=3)[NH:16][C:15]2=[O:25])[CH2:10][CH2:9]1)C1C=CC=CC=1. Product: [F:24][C:18]1[CH:19]=[CH:20][CH:21]=[C:22]2[C:17]=1[NH:16][C:15](=[O:25])[N:14]([CH:11]1[CH2:12][CH2:13][NH:8][CH2:9][CH2:10]1)[CH2:23]2. The catalyst class is: 43. (2) Reactant: [Br:1][C:2]1[CH:3]=[C:4]2[C:9](=[CH:10][CH:11]=1)[CH:8]=[N:7][C:6]([NH2:12])=[CH:5]2.C[Si]([N-][Si](C)(C)C)(C)C.[Na+].[CH3:23][C:24]([O:27][C:28](O[C:28]([O:27][C:24]([CH3:26])([CH3:25])[CH3:23])=[O:29])=[O:29])([CH3:26])[CH3:25]. Product: [Br:1][C:2]1[CH:3]=[C:4]2[C:9](=[CH:10][CH:11]=1)[CH:8]=[N:7][C:6]([NH:12][C:28](=[O:29])[O:27][C:24]([CH3:26])([CH3:25])[CH3:23])=[CH:5]2. The catalyst class is: 1. (3) Reactant: C([Br:3])C.[Mg:4].C12(C([O:17][CH2:18][CH2:19][CH2:20][CH3:21])=O)CC3CC(CC(C3)C1)C2. Product: [CH2:20]([Mg:4][Br:3])[CH3:21].[O:17]1[CH2:18][CH2:19][CH2:20][CH2:21]1. The catalyst class is: 7. (4) Reactant: [N+:1]([C:4]1[CH:9]=[CH:8][CH:7]=[CH:6][C:5]=1[CH:10]([CH3:13])[CH2:11][OH:12])([O-:3])=[O:2].C(N(CC)CC)C.[F:21][C:22]([F:33])([F:32])[C:23](O[C:23](=[O:24])[C:22]([F:33])([F:32])[F:21])=[O:24].C(OCC)(=O)C. Product: [F:21][C:22]([F:33])([F:32])[C:23]([O:12][CH2:11][CH:10]([C:5]1[CH:6]=[CH:7][CH:8]=[CH:9][C:4]=1[N+:1]([O-:3])=[O:2])[CH3:13])=[O:24]. The catalyst class is: 134. (5) Reactant: C[O:2][C:3](=[O:26])[CH2:4][O:5][C:6]1[CH:11]=[CH:10][CH:9]=[CH:8][C:7]=1[CH2:12][C:13]1[CH:18]=[C:17]([Cl:19])[CH:16]=[CH:15][C:14]=1[O:20][CH2:21][C:22]([O:24]C)=[O:23].[OH-].[Na+]. Product: [C:22]([CH2:21][O:20][C:14]1[CH:15]=[CH:16][C:17]([Cl:19])=[CH:18][C:13]=1[CH2:12][C:7]1[CH:8]=[CH:9][CH:10]=[CH:11][C:6]=1[O:5][CH2:4][C:3]([OH:26])=[O:2])([OH:24])=[O:23]. The catalyst class is: 5. (6) Reactant: C([O:3][C:4](=O)[CH2:5][C:6]1[CH:7]=[C:8]2[C:14]3([CH2:19][CH2:18][N:17]([C:20]([O:22][C:23]([CH3:26])([CH3:25])[CH3:24])=[O:21])[CH2:16][CH2:15]3)[CH2:13][N:12]([C:27]3[C:28]4[C@H:35]([CH3:36])[CH2:34][CH2:33][C:29]=4[N:30]=[CH:31][N:32]=3)[C:9]2=[CH:10][CH:11]=1)C.CC(C[AlH]CC(C)C)C.[C@H](O)(C([O-])=O)[C@@H](O)C([O-])=O.[Na+].[K+]. Product: [OH:3][CH2:4][CH2:5][C:6]1[CH:7]=[C:8]2[C:14]3([CH2:19][CH2:18][N:17]([C:20]([O:22][C:23]([CH3:26])([CH3:24])[CH3:25])=[O:21])[CH2:16][CH2:15]3)[CH2:13][N:12]([C:27]3[C:28]4[C@H:35]([CH3:36])[CH2:34][CH2:33][C:29]=4[N:30]=[CH:31][N:32]=3)[C:9]2=[CH:10][CH:11]=1. The catalyst class is: 1. (7) Reactant: [Br:1][C:2]1[CH:7]=[CH:6][C:5]([N:8]2[C:13]3[N:14]([CH3:21])[C:15](=[O:20])[C:16]([CH3:19])=[C:17]([OH:18])[C:12]=3[C:11](=[O:22])[N:10]([CH:23]3[CH2:25][CH2:24]3)[C:9]2=[O:26])=[CH:4][CH:3]=1.C(#N)C.[S:30](Cl)([C:33]1[CH:39]=[CH:38][C:36]([CH3:37])=[CH:35][CH:34]=1)(=[O:32])=[O:31]. Product: [Br:1][C:2]1[CH:7]=[CH:6][C:5]([N:8]2[C:13]3[N:14]([CH3:21])[C:15](=[O:20])[C:16]([CH3:19])=[C:17]([O:18][S:30]([C:33]4[CH:39]=[CH:38][C:36]([CH3:37])=[CH:35][CH:34]=4)(=[O:32])=[O:31])[C:12]=3[C:11](=[O:22])[N:10]([CH:23]3[CH2:24][CH2:25]3)[C:9]2=[O:26])=[CH:4][CH:3]=1. The catalyst class is: 66.